From a dataset of Full USPTO retrosynthesis dataset with 1.9M reactions from patents (1976-2016). Predict the reactants needed to synthesize the given product. (1) Given the product [OH:36][C:35]([CH3:37])([CH3:34])[CH:10]([C:11]1[CH:12]=[CH:13][C:14]([N:17]2[CH2:18][CH2:19][O:20][CH2:21][CH2:22]2)=[CH:15][CH:16]=1)[S:7]([NH2:6])(=[O:8])=[O:9], predict the reactants needed to synthesize it. The reactants are: COC1C=C(OC)C=CC=1C[NH:6][S:7]([CH2:10][C:11]1[CH:16]=[CH:15][C:14]([N:17]2[CH2:22][CH2:21][O:20][CH2:19][CH2:18]2)=[CH:13][CH:12]=1)(=[O:9])=[O:8].C([Li])CCC.[CH3:34][C:35]([CH3:37])=[O:36].FC(F)(F)C(O)=O. (2) Given the product [NH2:1][C:2]1[C:3]2[C:10]([Cl:21])=[CH:9][N:8]([C@@H:11]3[O:17][C@H:16]([CH2:18][OH:19])[C@@H:14]([OH:15])[C@@:12]3([CH3:20])[OH:13])[C:4]=2[N:5]=[CH:6][N:7]=1, predict the reactants needed to synthesize it. The reactants are: [NH2:1][C:2]1[C:3]2[CH:10]=[CH:9][N:8]([C@@H:11]3[O:17][C@H:16]([CH2:18][OH:19])[C@@H:14]([OH:15])[C@@:12]3([CH3:20])[OH:13])[C:4]=2[N:5]=[CH:6][N:7]=1.[Cl:21]N1C(=O)CCC1=O. (3) Given the product [C:1]([C:5]1[CH:10]=[CH:9][C:8]([S:11]([N:14]2[C:20]3[CH:21]=[C:22]([C:25]4[CH:29]=[CH:28][N:27]([CH2:30][C:31]([OH:33])=[O:32])[N:26]=4)[CH:23]=[CH:24][C:19]=3[NH:18][C:17]3[N:35]=[C:36]([C:39]([F:42])([F:40])[F:41])[CH:37]=[CH:38][C:16]=3[CH2:15]2)(=[O:12])=[O:13])=[CH:7][CH:6]=1)([CH3:4])([CH3:2])[CH3:3], predict the reactants needed to synthesize it. The reactants are: [C:1]([C:5]1[CH:10]=[CH:9][C:8]([S:11]([N:14]2[C:20]3[CH:21]=[C:22]([C:25]4[CH:29]=[CH:28][N:27]([CH2:30][C:31]([O:33]C)=[O:32])[N:26]=4)[CH:23]=[CH:24][C:19]=3[NH:18][C:17]3[N:35]=[C:36]([C:39]([F:42])([F:41])[F:40])[CH:37]=[CH:38][C:16]=3[CH2:15]2)(=[O:13])=[O:12])=[CH:7][CH:6]=1)([CH3:4])([CH3:3])[CH3:2].[Li+].[OH-]. (4) Given the product [Cl:27][C:24]1[CH:25]=[CH:26][C:21]([C@H:10]([C:7]2[CH:6]=[CH:5][C:4]([C:3]([OH:29])=[O:2])=[CH:9][CH:8]=2)[CH2:11][C:12]([C:14]2[CH:19]=[CH:18][N:17]=[C:16]([CH3:20])[CH:15]=2)=[O:13])=[C:22]([CH3:28])[CH:23]=1, predict the reactants needed to synthesize it. The reactants are: C[O:2][C:3](=[O:29])[C:4]1[CH:9]=[CH:8][C:7]([C@@H:10]([C:21]2[CH:26]=[CH:25][C:24]([Cl:27])=[CH:23][C:22]=2[CH3:28])[CH2:11][C:12]([C:14]2[CH:19]=[CH:18][N:17]=[C:16]([CH3:20])[CH:15]=2)=[O:13])=[CH:6][CH:5]=1.[OH-].[Li+]. (5) The reactants are: I[C:2]1[CH:3]=[C:4]2[C:9](=[CH:10][CH:11]=1)[N:8]=[CH:7][C:6]([C:12]1[O:13][C:14]([CH3:17])=[CH:15][N:16]=1)=[C:5]2[O:18][CH3:19].C1(C(C2C=CC=CC=2)CCP)C=CC=CC=1.C([SiH](CCCCCC)CCCCCC)CCCCC.CN(C)[CH:57]=[O:58]. Given the product [CH:57]([C:2]1[CH:3]=[C:4]2[C:9](=[CH:10][CH:11]=1)[N:8]=[CH:7][C:6]([C:12]1[O:13][C:14]([CH3:17])=[CH:15][N:16]=1)=[C:5]2[O:18][CH3:19])=[O:58], predict the reactants needed to synthesize it. (6) Given the product [Br:1][C:2]1[C:3]2[O:10][C:12]([C:13]([C:15]3[CH:20]=[CH:19][C:18]([F:21])=[C:17]([F:22])[CH:16]=3)=[O:14])=[CH:5][C:4]=2[CH:7]=[CH:8][CH:9]=1, predict the reactants needed to synthesize it. The reactants are: [Br:1][C:2]1[C:3]([OH:10])=[C:4]([CH:7]=[CH:8][CH:9]=1)[CH:5]=O.Br[CH2:12][C:13]([C:15]1[CH:20]=[CH:19][C:18]([F:21])=[C:17]([F:22])[CH:16]=1)=[O:14]. (7) Given the product [C:19]1([C:10]2[N:11]([C:13]3[CH:14]=[N:15][CH:16]=[CH:17][CH:18]=3)[CH:12]=[C:8]([C:6]([OH:7])=[O:5])[N:9]=2)[CH:20]=[CH:21][CH:22]=[CH:23][CH:24]=1, predict the reactants needed to synthesize it. The reactants are: [OH-].[Na+].C([O:5][C:6]([C:8]1[N:9]=[C:10]([C:19]2[CH:24]=[CH:23][CH:22]=[CH:21][CH:20]=2)[N:11]([C:13]2[CH:14]=[N:15][CH:16]=[CH:17][CH:18]=2)[CH:12]=1)=[O:7])C. (8) Given the product [CH:11]([O:24][C:25]([C@H:27]1[C@@:33]([CH2:34][N:1]2[CH:5]=[CH:4][N:3]=[CH:2]2)([CH3:35])[S:32][C@H:31]2[N:28]1[C:29](=[O:37])[CH2:30]2)=[O:26])([C:12]1[CH:13]=[CH:14][CH:15]=[CH:16][CH:17]=1)[C:18]1[CH:19]=[CH:20][CH:21]=[CH:22][CH:23]=1, predict the reactants needed to synthesize it. The reactants are: [NH:1]1[CH:5]=[CH:4][N:3]=[CH:2]1.C(=O)(O)[O-].[Na+].[CH:11]([O:24][C:25]([C@H:27]1[C@:33]([CH2:35]Cl)([CH3:34])[S:32][C@H:31]2[N:28]1[C:29](=[O:37])[CH2:30]2)=[O:26])([C:18]1[CH:23]=[CH:22][CH:21]=[CH:20][CH:19]=1)[C:12]1[CH:17]=[CH:16][CH:15]=[CH:14][CH:13]=1. (9) Given the product [C:16]([O:15][C:13]([N:11]1[C@H:12]([C:5]2[CH:6]=[CH:7][C:2]([F:1])=[CH:3][CH:4]=2)[C@H:8]([C:5]2[CH:6]=[CH:7][C:2]([F:1])=[CH:3][CH:4]=2)[N:9]=[C:10]1[NH:29][CH2:22][C:23]1[CH:28]=[CH:27][CH:26]=[CH:25][CH:24]=1)=[O:14])([CH3:19])([CH3:18])[CH3:17], predict the reactants needed to synthesize it. The reactants are: [F:1][C:2]1[CH:7]=[CH:6][C:5]([CH:8]2[CH2:12][N:11]([C:13]([O:15][C:16]([CH3:19])([CH3:18])[CH3:17])=[O:14])[C:10](SC)=[N:9]2)=[CH:4][CH:3]=1.[CH2:22]([NH2:29])[C:23]1[CH:28]=[CH:27][CH:26]=[CH:25][CH:24]=1.